From a dataset of NCI-60 drug combinations with 297,098 pairs across 59 cell lines. Regression. Given two drug SMILES strings and cell line genomic features, predict the synergy score measuring deviation from expected non-interaction effect. (1) Drug 1: C1CN1P(=S)(N2CC2)N3CC3. Drug 2: C1CC(=O)NC(=O)C1N2C(=O)C3=CC=CC=C3C2=O. Cell line: NCI-H226. Synergy scores: CSS=-0.253, Synergy_ZIP=-0.486, Synergy_Bliss=-2.41, Synergy_Loewe=-1.72, Synergy_HSA=-2.29. (2) Drug 1: C1=NC2=C(N=C(N=C2N1C3C(C(C(O3)CO)O)O)F)N. Drug 2: C(=O)(N)NO. Cell line: SK-MEL-28. Synergy scores: CSS=10.4, Synergy_ZIP=-3.59, Synergy_Bliss=-3.80, Synergy_Loewe=-14.9, Synergy_HSA=-5.81.